Task: Predict which catalyst facilitates the given reaction.. Dataset: Catalyst prediction with 721,799 reactions and 888 catalyst types from USPTO (1) Reactant: [Cl:1][C:2]1[C:3]([F:23])=[C:4]([CH:20]=[CH:21][CH:22]=1)[C:5]([C@@H:7]1[CH2:12][CH2:11][CH2:10][N:9]([C:13]([O:15][C:16]([CH3:19])([CH3:18])[CH3:17])=[O:14])[CH2:8]1)=[O:6].[BH4-].[Na+]. Product: [Cl:1][C:2]1[C:3]([F:23])=[C:4]([CH:5]([OH:6])[C@@H:7]2[CH2:12][CH2:11][CH2:10][N:9]([C:13]([O:15][C:16]([CH3:17])([CH3:18])[CH3:19])=[O:14])[CH2:8]2)[CH:20]=[CH:21][CH:22]=1. The catalyst class is: 5. (2) Reactant: [F:1][C:2]1[CH:7]=[C:6]([C:8]2[C:9]3[C:10]4[CH:24]=[CH:23][S:22][C:11]=4[C:12](=[O:21])[NH:13][C:14]=3[C:15]([CH3:20])=[CH:16][C:17]=2[O:18][CH3:19])[CH:5]=[CH:4][C:3]=1[CH:25]([CH:36]([CH3:38])[CH3:37])[CH2:26][N:27](C)[C:28](=O)OC(C)(C)C.[ClH:39]. Product: [ClH:39].[F:1][C:2]1[CH:7]=[C:6]([C:8]2[C:9]3[C:10]4[CH:24]=[CH:23][S:22][C:11]=4[C:12](=[O:21])[NH:13][C:14]=3[C:15]([CH3:20])=[CH:16][C:17]=2[O:18][CH3:19])[CH:5]=[CH:4][C:3]=1[CH:25]([CH:36]([CH3:38])[CH3:37])[CH2:26][NH:27][CH3:28]. The catalyst class is: 28.